From a dataset of Forward reaction prediction with 1.9M reactions from USPTO patents (1976-2016). Predict the product of the given reaction. (1) Given the reactants P(Cl)(Cl)([Cl:3])=O.CN(C)C1C=CC=CC=1.[CH2:15]([C:17]1[S:26][C:20]2[N:21]=[CH:22][NH:23][C:24](=O)[C:19]=2[C:18]=1[I:27])[CH3:16].O, predict the reaction product. The product is: [Cl:3][C:24]1[C:19]2[C:18]([I:27])=[C:17]([CH2:15][CH3:16])[S:26][C:20]=2[N:21]=[CH:22][N:23]=1. (2) Given the reactants Cl.[NH:2]1[CH2:5][CH:4]([C:6]2[C:11]([Cl:12])=[N:10][CH:9]=[CH:8][N:7]=2)[CH2:3]1.Br[C:14]1[CH:23]=[CH:22][C:21]2[C:16](=[CH:17][CH:18]=[CH:19][CH:20]=2)[N:15]=1.C(=O)([O-])[O-].[Cs+].[Cs+], predict the reaction product. The product is: [Cl:12][C:11]1[C:6]([CH:4]2[CH2:5][N:2]([C:14]3[CH:23]=[CH:22][C:21]4[C:16](=[CH:17][CH:18]=[CH:19][CH:20]=4)[N:15]=3)[CH2:3]2)=[N:7][CH:8]=[CH:9][N:10]=1. (3) Given the reactants [CH:1]1([CH2:4][O:5][C:6]2[CH:7]=[CH:8][C:9]3[O:13][C:12]([C:14]4[O:18][N:17]=[C:16]([O:19][CH2:20][C@@H:21]([NH:23][C:24](=[O:30])[O:25][C:26]([CH3:29])([CH3:28])[CH3:27])[CH3:22])[CH:15]=4)=[N:11][C:10]=3[CH:31]=2)[CH2:3][CH2:2]1.[CH2:32]([Li])CCC.IC.Cl, predict the reaction product. The product is: [CH:1]1([CH2:4][O:5][C:6]2[CH:7]=[CH:8][C:9]3[O:13][C:12]([C:14]4[O:18][N:17]=[C:16]([O:19][CH2:20][C@@H:21]([NH:23][C:24](=[O:30])[O:25][C:26]([CH3:27])([CH3:29])[CH3:28])[CH3:22])[C:15]=4[CH3:32])=[N:11][C:10]=3[CH:31]=2)[CH2:2][CH2:3]1.